The task is: Predict the reactants needed to synthesize the given product.. This data is from Full USPTO retrosynthesis dataset with 1.9M reactions from patents (1976-2016). (1) Given the product [F:11][C:8]1[CH:9]=[CH:10][C:5]([CH:3]([OH:4])[CH:2]([NH:1][C:38]([C:31]2[C:32]3[C:37](=[CH:36][CH:35]=[CH:34][CH:33]=3)[C:28]([F:27])=[CH:29][CH:30]=2)=[O:39])[CH2:12][C:13]2[CH:18]=[CH:17][CH:16]=[C:15]([O:19][CH2:20][C:21]([F:26])([F:25])[CH:22]([F:24])[F:23])[CH:14]=2)=[CH:6][CH:7]=1, predict the reactants needed to synthesize it. The reactants are: [NH2:1][CH:2]([CH2:12][C:13]1[CH:18]=[CH:17][CH:16]=[C:15]([O:19][CH2:20][C:21]([F:26])([F:25])[CH:22]([F:24])[F:23])[CH:14]=1)[CH:3]([C:5]1[CH:10]=[CH:9][C:8]([F:11])=[CH:7][CH:6]=1)[OH:4].[F:27][C:28]1[C:37]2[C:32](=[CH:33][CH:34]=[CH:35][CH:36]=2)[C:31]([C:38](O)=[O:39])=[CH:30][CH:29]=1.Cl.C(N=C=NCCCN(C)C)C.ON1C2C=CC=CC=2N=N1. (2) Given the product [C:45]([OH:52])(=[O:51])/[CH:46]=[CH:47]\[C:48]([OH:50])=[O:49].[CH3:1][NH:2][CH2:3][C:4]([O:6][C@H:7]([CH3:44])[CH2:8][N:9]1[C:13]([CH3:14])=[C:12]([C:15](=[O:36])[NH:16][C:17]2[CH:22]=[CH:21][C:20]([O:23][C:24]3[C:33]4[C:28](=[CH:29][C:30]([O:34][CH3:35])=[CH:31][CH:32]=4)[N:27]=[CH:26][CH:25]=3)=[CH:19][N:18]=2)[C:11](=[O:37])[N:10]1[C:38]1[CH:39]=[CH:40][CH:41]=[CH:42][CH:43]=1)=[O:5], predict the reactants needed to synthesize it. The reactants are: [CH3:1][NH:2][CH2:3][C:4]([O:6][C@H:7]([CH3:44])[CH2:8][N:9]1[C:13]([CH3:14])=[C:12]([C:15](=[O:36])[NH:16][C:17]2[CH:22]=[CH:21][C:20]([O:23][C:24]3[C:33]4[C:28](=[CH:29][C:30]([O:34][CH3:35])=[CH:31][CH:32]=4)[N:27]=[CH:26][CH:25]=3)=[CH:19][N:18]=2)[C:11](=[O:37])[N:10]1[C:38]1[CH:43]=[CH:42][CH:41]=[CH:40][CH:39]=1)=[O:5].[C:45]([OH:52])(=[O:51])/[CH:46]=[CH:47]\[C:48]([OH:50])=[O:49].